This data is from Rat liver microsome stability data. The task is: Regression/Classification. Given a drug SMILES string, predict its absorption, distribution, metabolism, or excretion properties. Task type varies by dataset: regression for continuous measurements (e.g., permeability, clearance, half-life) or binary classification for categorical outcomes (e.g., BBB penetration, CYP inhibition). Dataset: rlm. The drug is COc1cc2c(cc1OC)CN(c1nc(N3CCCN(C(=O)N4CC(O)C(O)C4)CC3)nc3cc(OC)c(OC)cc13)CC2. The result is 0 (unstable in rat liver microsomes).